Dataset: Catalyst prediction with 721,799 reactions and 888 catalyst types from USPTO. Task: Predict which catalyst facilitates the given reaction. (1) Reactant: [CH:1]1([C:7]2[S:23][C:10]3[N:11]=[C:12]([CH3:22])[N:13]=[C:14]([CH2:15][NH:16][C:17]([CH3:21])([CH3:20])[CH2:18][OH:19])[C:9]=3[CH:8]=2)[CH2:6][CH2:5][CH2:4][CH2:3][CH2:2]1.C1N=CN([C:29](N2C=NC=C2)=[O:30])C=1. Product: [CH:1]1([C:7]2[S:23][C:10]3[N:11]=[C:12]([CH3:22])[N:13]=[C:14]([CH2:15][N:16]4[C:17]([CH3:20])([CH3:21])[CH2:18][O:19][C:29]4=[O:30])[C:9]=3[CH:8]=2)[CH2:2][CH2:3][CH2:4][CH2:5][CH2:6]1. The catalyst class is: 2. (2) Reactant: [CH3:1][C:2]1[N:11]=[CH:10][C:9]2[C:4](=[CH:5][CH:6]=[CH:7][C:8]=2[O:12][CH2:13][CH2:14][OH:15])[N:3]=1.C(N(CC)CC)C.[CH3:23][S:24](Cl)(=[O:26])=[O:25]. Product: [CH3:23][S:24]([O:15][CH2:14][CH2:13][O:12][C:8]1[CH:7]=[CH:6][CH:5]=[C:4]2[C:9]=1[CH:10]=[N:11][C:2]([CH3:1])=[N:3]2)(=[O:26])=[O:25]. The catalyst class is: 4. (3) Reactant: [Cl:1][C:2]1[CH:11]=[C:10]([CH3:12])[C:9]2[CH2:8][CH2:7][CH2:6][CH2:5][C:4]=2[N:3]=1.[NH2:13][C@@H:14]1[CH2:19][CH2:18][C@H:17]([NH:20][C:21](=[O:30])[C:22]2[CH:27]=[CH:26][C:25]([F:28])=[C:24]([Cl:29])[CH:23]=2)[CH2:16][CH2:15]1.C(O)CCC.C([O-])(O)=O.[Na+]. Product: [ClH:1].[Cl:29][C:24]1[CH:23]=[C:22]([CH:27]=[CH:26][C:25]=1[F:28])[C:21]([NH:20][C@H:17]1[CH2:16][CH2:15][C@@H:14]([NH:13][C:2]2[CH:11]=[C:10]([CH3:12])[C:9]3[CH2:8][CH2:7][CH2:6][CH2:5][C:4]=3[N:3]=2)[CH2:19][CH2:18]1)=[O:30]. The catalyst class is: 22. (4) Reactant: [Cl:1][C:2]1[N:11]=[C:10]2[C:5]([C:6](=[O:18])[C:7](C(O)=O)=[CH:8][N:9]2[CH:12]2[CH2:14][CH2:13]2)=[CH:4][C:3]=1[F:19].C1C=CC(C2C=CC=CC=2)=CC=1.C1C=CC(OC2C=CC=CC=2)=CC=1.CC(=O)OCC. Product: [Cl:1][C:2]1[N:11]=[C:10]2[C:5]([C:6](=[O:18])[CH:7]=[CH:8][N:9]2[CH:12]2[CH2:14][CH2:13]2)=[CH:4][C:3]=1[F:19]. The catalyst class is: 74. (5) Reactant: [NH2:1][C:2]1[C:7]([C:8]#[N:9])=[C:6]([C:10]2[N:11]=[CH:12][S:13][CH:14]=2)[C:5]([C:15]#[N:16])=[C:4]([SH:17])[N:3]=1.Cl[CH2:19][C:20]1[N:21]=[C:22]([C:25]2[CH:30]=[CH:29][C:28]([Cl:31])=[CH:27][CH:26]=2)[O:23][CH:24]=1.C(=O)(O)[O-].[Na+]. Product: [NH2:1][C:2]1[C:7]([C:8]#[N:9])=[C:6]([C:10]2[N:11]=[CH:12][S:13][CH:14]=2)[C:5]([C:15]#[N:16])=[C:4]([S:17][CH2:19][C:20]2[N:21]=[C:22]([C:25]3[CH:30]=[CH:29][C:28]([Cl:31])=[CH:27][CH:26]=3)[O:23][CH:24]=2)[N:3]=1. The catalyst class is: 3. (6) Reactant: [CH2:1]([O:3][C:4]([C:6]1[C:18]([CH2:19][C:20]2[CH:24]=[CH:23][S:22][CH:21]=2)=[N:17][C:9]2[C@H:10]3[N:14]([C:15](=[O:16])[C:8]=2[C:7]=1[C:25]1[CH:33]=[CH:32][C:28]([C:29](O)=[O:30])=[CH:27][CH:26]=1)[CH2:13][CH2:12][CH2:11]3)=[O:5])[CH3:2].CCN=C=NCCCN(C)C.C1C=CC2N(O)N=NC=2C=1.[CH:55]1[CH:59]=[C:58]([CH2:60][NH2:61])[O:57][CH:56]=1. Product: [O:57]1[CH:56]=[CH:55][CH:59]=[C:58]1[CH2:60][NH:61][C:29]([C:28]1[CH:32]=[CH:33][C:25]([C:7]2[C:8]3[C:15](=[O:16])[N:14]4[C@H:10]([C:9]=3[N:17]=[C:18]([CH2:19][C:20]3[CH:24]=[CH:23][S:22][CH:21]=3)[C:6]=2[C:4]([O:3][CH2:1][CH3:2])=[O:5])[CH2:11][CH2:12][CH2:13]4)=[CH:26][CH:27]=1)=[O:30]. The catalyst class is: 158.